This data is from Full USPTO retrosynthesis dataset with 1.9M reactions from patents (1976-2016). The task is: Predict the reactants needed to synthesize the given product. (1) Given the product [CH:7]1([C:5]2[C:15]3[C:10](=[CH:11][C:12]([O:34][CH3:35])=[C:13]([C:16]4[N:17]=[N:18][C:19]([N:22]([CH3:33])[CH:23]5[CH2:28][C:27]([CH3:29])([CH3:30])[NH:26][C:25]([CH3:31])([CH3:32])[CH2:24]5)=[CH:20][CH:21]=4)[CH:14]=3)[CH:2]=[CH:3][N:4]=2)[CH2:9][CH2:8]1, predict the reactants needed to synthesize it. The reactants are: O[CH:2]([C:10]1[CH:15]=[CH:14][C:13]([C:16]2[N:17]=[N:18][C:19]([N:22]([CH3:33])[CH:23]3[CH2:28][C:27]([CH3:30])([CH3:29])[NH:26][C:25]([CH3:32])([CH3:31])[CH2:24]3)=[CH:20][CH:21]=2)=[C:12]([O:34][CH3:35])[CH:11]=1)[CH2:3][NH:4][C:5]([CH:7]1[CH2:9][CH2:8]1)=O.P(Cl)(Cl)(Cl)=O.C1(C)C=CC=CC=1. (2) Given the product [CH:1]1([NH:4][C:5](=[O:30])[CH:6]([OH:29])[CH:7]([NH:11][C:12]([C@@H:14]2[C@H:18]3[CH2:19][CH2:20][CH2:21][C@H:17]3[CH2:16][NH:15]2)=[O:13])[CH2:8][CH2:9][CH3:10])[CH2:3][CH2:2]1, predict the reactants needed to synthesize it. The reactants are: [CH:1]1([NH:4][C:5](=[O:30])[CH:6]([OH:29])[CH:7]([NH:11][C:12]([C@@H:14]2[C@H:18]3[CH2:19][CH2:20][CH2:21][C@H:17]3[CH2:16][N:15]2C(OC(C)(C)C)=O)=[O:13])[CH2:8][CH2:9][CH3:10])[CH2:3][CH2:2]1.C(O)(C(F)(F)F)=O. (3) Given the product [CH3:10][O:11][C:12](=[O:33])[C:13]1[CH:18]=[CH:17][C:16]([CH2:19][C:20]2[C:28]3[C:23](=[CH:24][CH:25]=[C:26]([NH:29][C:2]([O:4][CH:5]4[CH2:9][CH2:8][CH2:7][CH2:6]4)=[O:3])[CH:27]=3)[N:22]([CH3:30])[CH:21]=2)=[C:15]([O:31][CH3:32])[CH:14]=1, predict the reactants needed to synthesize it. The reactants are: Cl[C:2]([O:4][CH:5]1[CH2:9][CH2:8][CH2:7][CH2:6]1)=[O:3].[CH3:10][O:11][C:12](=[O:33])[C:13]1[CH:18]=[CH:17][C:16]([CH2:19][C:20]2[C:28]3[C:23](=[CH:24][CH:25]=[C:26]([NH2:29])[CH:27]=3)[N:22]([CH3:30])[CH:21]=2)=[C:15]([O:31][CH3:32])[CH:14]=1.CN1CCOCC1.Cl. (4) Given the product [Cl:1][C:2]1[CH:7]=[CH:6][CH:5]=[CH:4][C:3]=1[S:8]([N:18]1[CH2:19][CH2:20][CH2:21][C@H:16]([C:15]([OH:22])=[O:14])[CH2:17]1)(=[O:10])=[O:9], predict the reactants needed to synthesize it. The reactants are: [Cl:1][C:2]1[CH:7]=[CH:6][CH:5]=[CH:4][C:3]=1[S:8](Cl)(=[O:10])=[O:9].C([O:14][C:15](=[O:22])[C@H:16]1[CH2:21][CH2:20][CH2:19][NH:18][CH2:17]1)C. (5) Given the product [CH3:17][O:16][C:13]1[CH:14]=[C:15]2[C:10](=[CH:11][C:12]=1[O:18][CH3:19])[C:9]([C:20](=[O:32])[C:21]1[CH:26]=[CH:25][CH:24]=[C:23]([O:27][CH2:28][C:29]([N:40]3[CH2:41][CH2:42][N:37]([CH3:36])[CH2:38][CH2:39]3)=[O:31])[CH:22]=1)=[N:8][CH:7]=[C:6]2[C:4]([OH:3])=[O:5], predict the reactants needed to synthesize it. The reactants are: C([O:3][C:4]([C:6]1[C:15]2[C:10](=[CH:11][C:12]([O:18][CH3:19])=[C:13]([O:16][CH3:17])[CH:14]=2)[C:9]([C:20](=[O:32])[C:21]2[CH:26]=[CH:25][CH:24]=[C:23]([O:27][CH2:28][C:29]([OH:31])=O)[CH:22]=2)=[N:8][CH:7]=1)=[O:5])C.C(Cl)Cl.[CH3:36][N:37]1[CH2:42][CH2:41][NH:40][CH2:39][CH2:38]1.CN(C(ON1N=NC2C=CC=CC1=2)=[N+](C)C)C.F[P-](F)(F)(F)(F)F.C(N(CC)CC)C. (6) Given the product [CH:37]([N:36]1[C:30]2[CH:29]=[C:28]([NH:27][C:25]3[CH:24]=[CH:23][N:22]=[C:21]([C:6]4[S:10][N:9]=[C:8]([CH3:11])[CH:7]=4)[N:26]=3)[N:33]=[CH:32][C:31]=2[N:34]=[C:35]1[CH3:40])([CH3:39])[CH3:38], predict the reactants needed to synthesize it. The reactants are: C([Sn](CCCC)(CCCC)[C:6]1[S:10][N:9]=[C:8]([CH3:11])[CH:7]=1)CCC.Cl[C:21]1[N:26]=[C:25]([NH:27][C:28]2[N:33]=[CH:32][C:31]3[N:34]=[C:35]([CH3:40])[N:36]([CH:37]([CH3:39])[CH3:38])[C:30]=3[CH:29]=2)[CH:24]=[CH:23][N:22]=1.CN(C)C(=O)C. (7) Given the product [CH3:25][C:15]1[CH:20]=[CH:19][C:18]([S:21]([O:9][CH2:7][C@H:5]2[CH2:4][CH2:3][C:2](=[O:1])[NH:6]2)(=[O:23])=[O:22])=[CH:17][CH:16]=1, predict the reactants needed to synthesize it. The reactants are: [O:1]=[C:2]1[NH:6][C@@H:5]([C:7]([O:9]CC)=O)[CH2:4][CH2:3]1.[BH4-].[Na+].Cl.[C:15]1([CH3:25])[CH:20]=[CH:19][C:18]([S:21](Cl)(=[O:23])=[O:22])=[CH:17][CH:16]=1.C(N(CC)CC)C.